Task: Regression. Given two drug SMILES strings and cell line genomic features, predict the synergy score measuring deviation from expected non-interaction effect.. Dataset: NCI-60 drug combinations with 297,098 pairs across 59 cell lines (1) Drug 1: C1=NC(=NC(=O)N1C2C(C(C(O2)CO)O)O)N. Drug 2: CS(=O)(=O)OCCCCOS(=O)(=O)C. Cell line: CCRF-CEM. Synergy scores: CSS=58.4, Synergy_ZIP=-2.14, Synergy_Bliss=2.08, Synergy_Loewe=-17.6, Synergy_HSA=5.75. (2) Drug 1: CN1C(=O)N2C=NC(=C2N=N1)C(=O)N. Drug 2: C1CCC(C(C1)[NH-])[NH-].C(=O)(C(=O)[O-])[O-].[Pt+4]. Cell line: T-47D. Synergy scores: CSS=6.91, Synergy_ZIP=5.61, Synergy_Bliss=5.69, Synergy_Loewe=-34.5, Synergy_HSA=-5.73. (3) Drug 1: C1CCC(C(C1)N)N.C(=O)(C(=O)[O-])[O-].[Pt+4]. Drug 2: CC1C(C(CC(O1)OC2CC(CC3=C2C(=C4C(=C3O)C(=O)C5=C(C4=O)C(=CC=C5)OC)O)(C(=O)CO)O)N)O.Cl. Cell line: LOX IMVI. Synergy scores: CSS=47.1, Synergy_ZIP=-3.14, Synergy_Bliss=-3.69, Synergy_Loewe=-15.3, Synergy_HSA=-1.01. (4) Drug 1: C1=CC(=CC=C1C#N)C(C2=CC=C(C=C2)C#N)N3C=NC=N3. Drug 2: C(CCl)NC(=O)N(CCCl)N=O. Cell line: A549. Synergy scores: CSS=6.00, Synergy_ZIP=-3.28, Synergy_Bliss=-5.92, Synergy_Loewe=0.524, Synergy_HSA=-3.79. (5) Drug 1: C1=C(C(=O)NC(=O)N1)N(CCCl)CCCl. Drug 2: C1=NC2=C(N=C(N=C2N1C3C(C(C(O3)CO)O)O)F)N. Cell line: HCT-15. Synergy scores: CSS=17.1, Synergy_ZIP=-3.57, Synergy_Bliss=-2.63, Synergy_Loewe=-7.74, Synergy_HSA=-3.40. (6) Drug 1: CC1=C(C=C(C=C1)NC(=O)C2=CC=C(C=C2)CN3CCN(CC3)C)NC4=NC=CC(=N4)C5=CN=CC=C5. Drug 2: CC1CCC2CC(C(=CC=CC=CC(CC(C(=O)C(C(C(=CC(C(=O)CC(OC(=O)C3CCCCN3C(=O)C(=O)C1(O2)O)C(C)CC4CCC(C(C4)OC)OCCO)C)C)O)OC)C)C)C)OC. Cell line: HT29. Synergy scores: CSS=-6.23, Synergy_ZIP=-1.33, Synergy_Bliss=-7.24, Synergy_Loewe=-13.9, Synergy_HSA=-13.7. (7) Drug 1: CS(=O)(=O)CCNCC1=CC=C(O1)C2=CC3=C(C=C2)N=CN=C3NC4=CC(=C(C=C4)OCC5=CC(=CC=C5)F)Cl. Drug 2: COCCOC1=C(C=C2C(=C1)C(=NC=N2)NC3=CC=CC(=C3)C#C)OCCOC. Cell line: OVCAR3. Synergy scores: CSS=43.3, Synergy_ZIP=-6.35, Synergy_Bliss=-5.41, Synergy_Loewe=-1.72, Synergy_HSA=2.00.